Dataset: Reaction yield outcomes from USPTO patents with 853,638 reactions. Task: Predict the reaction yield, written as a fraction of the theoretical maximum amount of product (1.0 means a 100% yield; for example, 0.34 means a 34% yield). (1) The reactants are C([SiH2][O:6][C:7](C)(C)[C:8]1[N:12]([CH2:13][N:14]2[CH2:18][CH:17]([CH2:19][CH2:20][CH3:21])[CH2:16][C:15]2=[O:22])[CH:11]=[N:10][CH:9]=1)(C)(C)C. The catalyst is CC(O)=O.C1COCC1.O. The product is [OH:6][CH2:7][C:8]1[N:12]([CH2:13][N:14]2[CH2:18][CH:17]([CH2:19][CH2:20][CH3:21])[CH2:16][C:15]2=[O:22])[CH:11]=[N:10][CH:9]=1. The yield is 0.350. (2) The reactants are [Br:1][C:2]1[CH:7]=[CH:6][C:5]([C:8](=[O:10])[CH3:9])=[CH:4][CH:3]=1.[O:11]1[CH:15]=[CH:14][CH:13]=[C:12]1[CH:16]=O.CO[Na].Cl. The catalyst is CO. The product is [Br:1][C:2]1[CH:7]=[CH:6][C:5]([C:8](=[O:10])[CH:9]=[CH:16][C:12]2[O:11][CH:15]=[CH:14][CH:13]=2)=[CH:4][CH:3]=1. The yield is 0.650.